Dataset: Forward reaction prediction with 1.9M reactions from USPTO patents (1976-2016). Task: Predict the product of the given reaction. Given the reactants [Br:1][C:2]1[CH:8]=[C:7]([CH3:9])[C:5](N)=[C:4]([CH3:10])[CH:3]=1.N([O-])=O.[Na+].C(=O)([O-])[O-].[Na+].[Na+].[Cu][C:22]#[N:23].[C-]#N.[Na+], predict the reaction product. The product is: [Br:1][C:2]1[CH:8]=[C:7]([CH3:9])[C:5]([C:22]#[N:23])=[C:4]([CH3:10])[CH:3]=1.